From a dataset of Catalyst prediction with 721,799 reactions and 888 catalyst types from USPTO. Predict which catalyst facilitates the given reaction. (1) Reactant: CC1C=CC(C(O[C@@H]([C@H](OC(=O)C2C=CC(C)=CC=2)C(O)=O)C(O)=O)=O)=CC=1.[F:29][C:30]1[CH:31]=[CH:32][CH:33]=[C:34]2[C:39]=1[N:38]=[C:37]([N:40]1[CH2:45][CH2:44][N:43]([C:46]3[CH:51]=[CH:50][CH:49]=[C:48]([O:52][CH3:53])[CH:47]=3)[CH2:42][CH2:41]1)[N:36]([C:54]1[CH:59]=[C:58]([C:60]([F:63])([F:62])[F:61])[CH:57]=[CH:56][C:55]=1[O:64][CH3:65])[CH:35]2[CH2:66][C:67]([O:69]C)=[O:68].C(=O)(O)[O-].[Na+]. Product: [F:29][C:30]1[CH:31]=[CH:32][CH:33]=[C:34]2[C:39]=1[N:38]=[C:37]([N:40]1[CH2:41][CH2:42][N:43]([C:46]3[CH:51]=[CH:50][CH:49]=[C:48]([O:52][CH3:53])[CH:47]=3)[CH2:44][CH2:45]1)[N:36]([C:54]1[CH:59]=[C:58]([C:60]([F:63])([F:62])[F:61])[CH:57]=[CH:56][C:55]=1[O:64][CH3:65])[C@H:35]2[CH2:66][C:67]([OH:69])=[O:68]. The catalyst class is: 13. (2) Reactant: C([O:3][C:4](=[O:45])[CH2:5][CH2:6][CH2:7][O:8][C:9]1[CH:14]=[CH:13][CH:12]=[C:11]([CH2:15][CH2:16][CH2:17][CH2:18][CH2:19][CH2:20][O:21][C:22]2[CH:23]=[C:24]([C:31]3[CH:36]=[CH:35][CH:34]=[C:33]([F:37])[CH:32]=3)[CH:25]=[C:26]([C:28](=[O:30])[CH3:29])[CH:27]=2)[C:10]=1[CH2:38][CH2:39][C:40]([O:42]CC)=[O:41])C. Product: [C:28]([C:26]1[CH:27]=[C:22]([O:21][CH2:20][CH2:19][CH2:18][CH2:17][CH2:16][CH2:15][C:11]2[C:10]([CH2:38][CH2:39][C:40]([OH:42])=[O:41])=[C:9]([CH:14]=[CH:13][CH:12]=2)[O:8][CH2:7][CH2:6][CH2:5][C:4]([OH:45])=[O:3])[CH:23]=[C:24]([C:31]2[CH:36]=[CH:35][CH:34]=[C:33]([F:37])[CH:32]=2)[CH:25]=1)(=[O:30])[CH3:29]. The catalyst class is: 74. (3) Reactant: CO[C:3](=[O:15])[C:4]([CH3:14])([CH3:13])[CH2:5][O:6][CH:7]1[CH2:12][CH2:11][CH2:10][CH2:9][O:8]1.[C:16](#[N:18])[CH3:17].[H-].[Na+].Cl. Product: [CH3:14][C:4]([CH3:13])([CH2:5][O:6][CH:7]1[CH2:12][CH2:11][CH2:10][CH2:9][O:8]1)[C:3](=[O:15])[CH2:17][C:16]#[N:18]. The catalyst class is: 11. (4) Reactant: [CH3:1][C:2]([O:5][C:6]([NH:8][CH:9]1[CH2:14][CH2:13][CH:12]([CH2:15][OH:16])[CH2:11][CH2:10]1)=[O:7])([CH3:4])[CH3:3].[S:17](Cl)([C:20]1[CH:26]=[CH:25][C:23]([CH3:24])=[CH:22][CH:21]=1)(=[O:19])=[O:18].O. Product: [CH3:24][C:23]1[CH:25]=[CH:26][C:20]([S:17]([O:16][CH2:15][C@H:12]2[CH2:11][CH2:10][C@H:9]([NH:8][C:6]([O:5][C:2]([CH3:1])([CH3:3])[CH3:4])=[O:7])[CH2:14][CH2:13]2)(=[O:19])=[O:18])=[CH:21][CH:22]=1. The catalyst class is: 17.